Dataset: NCI-60 drug combinations with 297,098 pairs across 59 cell lines. Task: Regression. Given two drug SMILES strings and cell line genomic features, predict the synergy score measuring deviation from expected non-interaction effect. (1) Drug 1: CS(=O)(=O)C1=CC(=C(C=C1)C(=O)NC2=CC(=C(C=C2)Cl)C3=CC=CC=N3)Cl. Drug 2: C1CC(C1)(C(=O)O)C(=O)O.[NH2-].[NH2-].[Pt+2]. Cell line: NCI-H322M. Synergy scores: CSS=6.39, Synergy_ZIP=-2.13, Synergy_Bliss=3.23, Synergy_Loewe=1.26, Synergy_HSA=1.70. (2) Drug 1: CC1=C(C=C(C=C1)NC2=NC=CC(=N2)N(C)C3=CC4=NN(C(=C4C=C3)C)C)S(=O)(=O)N.Cl. Drug 2: C(CC(=O)O)C(=O)CN.Cl. Cell line: EKVX. Synergy scores: CSS=3.83, Synergy_ZIP=-2.71, Synergy_Bliss=-4.16, Synergy_Loewe=-5.16, Synergy_HSA=-4.74. (3) Drug 1: C1CC(C1)(C(=O)O)C(=O)O.[NH2-].[NH2-].[Pt+2]. Drug 2: CC1=C(C(=CC=C1)Cl)NC(=O)C2=CN=C(S2)NC3=CC(=NC(=N3)C)N4CCN(CC4)CCO. Cell line: TK-10. Synergy scores: CSS=2.04, Synergy_ZIP=-1.08, Synergy_Bliss=0.403, Synergy_Loewe=-2.87, Synergy_HSA=-0.477. (4) Drug 1: C1=CC=C(C=C1)NC(=O)CCCCCCC(=O)NO. Drug 2: COC1=C2C(=CC3=C1OC=C3)C=CC(=O)O2. Cell line: OVCAR-4. Synergy scores: CSS=2.64, Synergy_ZIP=-1.67, Synergy_Bliss=-1.75, Synergy_Loewe=-4.10, Synergy_HSA=-3.66. (5) Drug 1: C1=CC(=CC=C1CCC2=CNC3=C2C(=O)NC(=N3)N)C(=O)NC(CCC(=O)O)C(=O)O. Drug 2: CN(C)C1=NC(=NC(=N1)N(C)C)N(C)C. Cell line: DU-145. Synergy scores: CSS=11.6, Synergy_ZIP=-5.63, Synergy_Bliss=0.0436, Synergy_Loewe=-18.6, Synergy_HSA=-3.38. (6) Drug 1: CC1=C2C(C(=O)C3(C(CC4C(C3C(C(C2(C)C)(CC1OC(=O)C(C(C5=CC=CC=C5)NC(=O)OC(C)(C)C)O)O)OC(=O)C6=CC=CC=C6)(CO4)OC(=O)C)O)C)O. Drug 2: CC(C)CN1C=NC2=C1C3=CC=CC=C3N=C2N. Cell line: COLO 205. Synergy scores: CSS=11.2, Synergy_ZIP=-2.16, Synergy_Bliss=-5.24, Synergy_Loewe=-0.755, Synergy_HSA=-4.74. (7) Drug 1: C1=CC(=C2C(=C1NCCNCCO)C(=O)C3=C(C=CC(=C3C2=O)O)O)NCCNCCO. Drug 2: CN(C)N=NC1=C(NC=N1)C(=O)N. Cell line: SF-539. Synergy scores: CSS=38.7, Synergy_ZIP=-0.479, Synergy_Bliss=-0.265, Synergy_Loewe=-19.0, Synergy_HSA=1.16.